Predict the product of the given reaction. From a dataset of Forward reaction prediction with 1.9M reactions from USPTO patents (1976-2016). (1) Given the reactants Br[C:2]1[CH:7]=[CH:6][C:5]([F:8])=[CH:4][C:3]=1[C:9]1[N:10]=[N:11][N:12]([CH3:14])[N:13]=1.[C:15]([Cu])#[N:16], predict the reaction product. The product is: [F:8][C:5]1[CH:6]=[CH:7][C:2]([C:15]#[N:16])=[C:3]([C:9]2[N:10]=[N:11][N:12]([CH3:14])[N:13]=2)[CH:4]=1. (2) Given the reactants Br[C:2]1[CH:11]=[CH:10][C:9]2[N:8]=[CH:7][C:6]3[N:12]([CH3:23])[C:13](=[O:22])[N:14]([C:15]4[C:16]([CH3:21])=[N:17][N:18]([CH3:20])[CH:19]=4)[C:5]=3[C:4]=2[CH:3]=1.[CH2:24]([O:26][CH2:27][C:28]1[C:29]([NH2:43])=[N:30][CH:31]=[C:32](B2OC(C)(C)C(C)(C)O2)[CH:33]=1)[CH3:25], predict the reaction product. The product is: [NH2:43][C:29]1[N:30]=[CH:31][C:32]([C:2]2[CH:11]=[CH:10][C:9]3[N:8]=[CH:7][C:6]4[N:12]([CH3:23])[C:13](=[O:22])[N:14]([C:15]5[C:16]([CH3:21])=[N:17][N:18]([CH3:20])[CH:19]=5)[C:5]=4[C:4]=3[CH:3]=2)=[CH:33][C:28]=1[CH2:27][O:26][CH2:24][CH3:25]. (3) The product is: [Cl:1][C:2]1[CH:3]=[CH:4][C:5]([C:8]2[S:12][C:11]3[C:13](=[O:15])[N:19]([C:21]4[CH:43]=[CH:42][C:26]([O:27][CH2:28][C@@H:29]5[CH2:33][C@@H:32]([OH:34])[CH2:31][N:30]5[C:35]([O:37][C:38]([CH3:41])([CH3:39])[CH3:40])=[O:36])=[C:25]([O:44][CH3:45])[CH:24]=4)[CH:18]=[N:17][C:10]=3[CH:9]=2)=[CH:6][CH:7]=1. Given the reactants [Cl:1][C:2]1[CH:7]=[CH:6][C:5]([C:8]2[S:12][C:11]([C:13]([O:15]C)=O)=[C:10](/[N:17]=[CH:18]/[N:19]([CH3:21])C)[CH:9]=2)=[CH:4][CH:3]=1.NC1[CH:43]=[CH:42][C:26]([O:27][CH2:28][C@@H:29]2[CH2:33][C@@H:32]([OH:34])[CH2:31][N:30]2[C:35]([O:37][C:38]([CH3:41])([CH3:40])[CH3:39])=[O:36])=[C:25]([O:44][CH3:45])[CH:24]=1, predict the reaction product. (4) The product is: [CH3:6][O:7][C:8]1[CH:13]=[C:12]([CH2:14][O:15][CH3:16])[CH:11]=[C:10]([O:17][CH3:18])[C:9]=1[C:19]1[N:20]2[N:26]=[C:25]([O:27][CH3:28])[C:1]([NH:2][C:3]([C:36]3([OH:41])[CH2:37][CH2:35]3)=[O:4])=[C:21]2[S:22][CH:23]=1. Given the reactants [CH3:1][N:2](C)[CH:3]=[O:4].[CH3:6][O:7][C:8]1[CH:13]=[C:12]([CH2:14][O:15][CH3:16])[CH:11]=[C:10]([O:17][CH3:18])[C:9]=1[C:19]1[N:20]2[N:26]=[C:25]([O:27][CH3:28])C(N)=[C:21]2[S:22][CH:23]=1.C(N=C=N[CH2:35][CH2:36][CH2:37]N(C)C)C.[OH:41]N1C2C=CC=CC=2N=N1, predict the reaction product. (5) The product is: [CH2:16]([O:7][C:6]([C:2]1[NH:1][CH:5]=[CH:4][CH:3]=1)=[O:8])[C:17]1[CH:22]=[CH:21][CH:20]=[CH:19][CH:18]=1. Given the reactants [NH:1]1[CH:5]=[CH:4][CH:3]=[C:2]1[C:6]([OH:8])=[O:7].C(N(CC)CC)C.[CH2:16](Br)[C:17]1[CH:22]=[CH:21][CH:20]=[CH:19][CH:18]=1, predict the reaction product. (6) The product is: [CH3:37][C:36]([CH3:39])([CH3:38])[CH2:35][O:34][C:26]1[CH:27]=[CH:28][C:29]2[O:30][C:31]3[C:22](=[CH:21][C:20]([C:15]4[C:10]([F:9])=[N:11][CH:12]=[CH:13][CH:14]=4)=[CH:33][CH:32]=3)[C@:23]3([N:44]=[C:43]([NH2:45])[CH2:42][O:41][CH2:40]3)[C:24]=2[CH:25]=1. Given the reactants P([O-])([O-])([O-])=O.[K+].[K+].[K+].[F:9][C:10]1[C:15](B(O)O)=[CH:14][CH:13]=[CH:12][N:11]=1.Br[C:20]1[CH:33]=[CH:32][C:31]2[O:30][C:29]3[C:24](=[CH:25][C:26]([O:34][CH2:35][C:36]([CH3:39])([CH3:38])[CH3:37])=[CH:27][CH:28]=3)[C@@:23]3([N:44]=[C:43]([NH2:45])[CH2:42][O:41][CH2:40]3)[C:22]=2[CH:21]=1.O, predict the reaction product. (7) Given the reactants [CH3:1][C:2]1[N:3]=[CH:4][N:5]([C:7]2[CH:12]=[CH:11][C:10]([N+:13]([O-])=O)=[CH:9][C:8]=2[CH3:16])[CH:6]=1, predict the reaction product. The product is: [CH3:16][C:8]1[CH:9]=[C:10]([NH2:13])[CH:11]=[CH:12][C:7]=1[N:5]1[CH:6]=[C:2]([CH3:1])[N:3]=[CH:4]1. (8) Given the reactants [CH3:1][C:2]1([C:6]#[C:7][C:8]2[CH:9]=[C:10]3[C@@:21]4([CH2:25][S:24][C:23]([NH:26]C(=O)OC(C)(C)C)=[N:22]4)[C:20]4[C:15](=[N:16][CH:17]=[C:18]([C:34]5[CH:35]=[N:36][C:37]([CH3:40])=[CH:38][CH:39]=5)[CH:19]=4)[O:14][C:11]3=[CH:12][CH:13]=2)[CH2:5][O:4][CH2:3]1.C(O)(C(F)(F)F)=O, predict the reaction product. The product is: [CH3:1][C:2]1([C:6]#[C:7][C:8]2[CH:9]=[C:10]3[C@@:21]4([CH2:25][S:24][C:23]([NH2:26])=[N:22]4)[C:20]4[C:15](=[N:16][CH:17]=[C:18]([C:34]5[CH:35]=[N:36][C:37]([CH3:40])=[CH:38][CH:39]=5)[CH:19]=4)[O:14][C:11]3=[CH:12][CH:13]=2)[CH2:3][O:4][CH2:5]1. (9) Given the reactants C(N(CC)CC)C.CN(C)CCCN=C=NCC.ON1C2C=CC=CC=2N=N1.[C:29]([N:36]1[CH2:43][CH2:42][CH2:41][C@H:37]1[C:38]([OH:40])=O)([O:31][C:32]([CH3:35])([CH3:34])[CH3:33])=[O:30].[CH:44]1[C:52]2[C:51]3[CH2:53][CH2:54][CH2:55][CH2:56][CH2:57][C:50]=3[O:49][C:48]=2[CH:47]=[CH:46][C:45]=1[NH2:58], predict the reaction product. The product is: [CH:44]1[C:52]2[C:51]3[CH2:53][CH2:54][CH2:55][CH2:56][CH2:57][C:50]=3[O:49][C:48]=2[CH:47]=[CH:46][C:45]=1[NH:58][C:38]([C@@H:37]1[CH2:41][CH2:42][CH2:43][N:36]1[C:29]([O:31][C:32]([CH3:33])([CH3:34])[CH3:35])=[O:30])=[O:40]. (10) Given the reactants C([Li])CCC.C(NC(C)C)(C)C.[Br:13][C:14]1[CH:19]=[CH:18][CH:17]=[CH:16][N:15]=1.[CH:20](=[O:22])[CH3:21], predict the reaction product. The product is: [Br:13][C:14]1[C:19]([CH:20]([OH:22])[CH3:21])=[CH:18][CH:17]=[CH:16][N:15]=1.